Dataset: Forward reaction prediction with 1.9M reactions from USPTO patents (1976-2016). Task: Predict the product of the given reaction. (1) Given the reactants [NH2:1][C:2]1[S:6][N:5]=[C:4]([CH3:7])[C:3]=1[C:8]([NH:10][C:11]1[CH:16]=[CH:15][C:14]([F:17])=[C:13]([F:18])[CH:12]=1)=[O:9].Cl[C:20]1[N:25]=[C:24]([C:26]([NH:28][CH2:29][CH3:30])=[O:27])[CH:23]=[N:22][CH:21]=1.C(=O)([O-])[O-].[Cs+].[Cs+].CC1(C)C2C(=C(P(C3C=CC=CC=3)C3C=CC=CC=3)C=CC=2)OC2C(P(C3C=CC=CC=3)C3C=CC=CC=3)=CC=CC1=2, predict the reaction product. The product is: [F:18][C:13]1[CH:12]=[C:11]([NH:10][C:8]([C:3]2[C:4]([CH3:7])=[N:5][S:6][C:2]=2[NH:1][C:20]2[N:25]=[C:24]([C:26]([NH:28][CH2:29][CH3:30])=[O:27])[CH:23]=[N:22][CH:21]=2)=[O:9])[CH:16]=[CH:15][C:14]=1[F:17]. (2) Given the reactants [O:1]1[CH2:5][CH2:4][CH2:3][CH:2]1[C:6]1[NH:7][C:8]2[C:13]([CH:14]=1)=[CH:12][C:11]([S:15]([CH3:18])(=[O:17])=[O:16])=[CH:10][CH:9]=2.[H-].[Na+].[F:21][C:22]1[CH:29]=[CH:28][C:25]([CH2:26]Br)=[CH:24][CH:23]=1.[Cl-].[NH4+], predict the reaction product. The product is: [O:1]1[CH2:5][CH2:4][CH2:3][CH:2]1[C:6]1[N:7]([CH2:26][C:25]2[CH:28]=[CH:29][C:22]([F:21])=[CH:23][CH:24]=2)[C:8]2[C:13]([CH:14]=1)=[CH:12][C:11]([S:15]([CH3:18])(=[O:17])=[O:16])=[CH:10][CH:9]=2. (3) The product is: [N:1]1[CH:2]=[CH:3][C:4]([C:7]2[CH:8]=[C:9]([CH:24]=[CH:25][CH:26]=2)[CH2:10][CH:11]2[CH2:12][CH2:13][NH:14][CH2:15][CH2:16]2)=[CH:5][CH:6]=1. Given the reactants [N:1]1[CH:6]=[CH:5][C:4]([C:7]2[CH:8]=[C:9]([CH:24]=[CH:25][CH:26]=2)[CH2:10][CH:11]2[CH2:16][CH2:15][N:14](C(OC(C)(C)C)=O)[CH2:13][CH2:12]2)=[CH:3][CH:2]=1.C(O)(C(F)(F)F)=O, predict the reaction product. (4) Given the reactants [Cl:1][C:2]1[CH:3]=[C:4]([CH2:10][CH2:11][C:12]([OH:14])=O)[CH:5]=[CH:6][C:7]=1[O:8][CH3:9], predict the reaction product. The product is: [Cl:1][C:2]1[CH:3]=[C:4]2[C:5](=[CH:6][C:7]=1[O:8][CH3:9])[C:12](=[O:14])[CH2:11][CH2:10]2. (5) The product is: [Cl:8][C:6]1[CH:7]=[C:2]([N:25]2[CH2:30][CH2:29][O:28][CH2:27][CH2:26]2)[C:3]2[N:4]([CH:11]=[C:12]([C:14]3[S:15][C:16]([C:19]4[CH:24]=[CH:23][CH:22]=[CH:21][N:20]=4)=[CH:17][CH:18]=3)[N:9]=2)[N:5]=1. Given the reactants Br[C:2]1[CH:7]=[C:6]([Cl:8])[N:5]=[N:4][C:3]=1[NH2:9].Br[CH2:11][C:12]([C:14]1[S:15][C:16]([C:19]2[CH:24]=[CH:23][CH:22]=[CH:21][N:20]=2)=[CH:17][CH:18]=1)=O.[NH:25]1[CH2:30][CH2:29][O:28][CH2:27][CH2:26]1, predict the reaction product. (6) Given the reactants [O:1]=[C:2]1[N:6]([CH2:7][C:8]#[CH:9])[C:5]([C:15]2[CH:20]=[CH:19][C:18]([F:21])=[CH:17][CH:16]=2)([CH2:10][O:11]CC=C)[C:4](=[O:22])[N:3]1[C:23]1[CH:30]=[CH:29][C:26]([C:27]#[N:28])=[C:25]([C:31]([F:34])([F:33])[F:32])[CH:24]=1.C(=O)(O)[O-].[Na+], predict the reaction product. The product is: [F:21][C:18]1[CH:19]=[CH:20][C:15]([C:5]2([CH2:10][OH:11])[C:4](=[O:22])[N:3]([C:23]3[CH:30]=[CH:29][C:26]([C:27]#[N:28])=[C:25]([C:31]([F:34])([F:32])[F:33])[CH:24]=3)[C:2](=[O:1])[N:6]2[CH2:7][C:8]#[CH:9])=[CH:16][CH:17]=1.